From a dataset of Forward reaction prediction with 1.9M reactions from USPTO patents (1976-2016). Predict the product of the given reaction. (1) Given the reactants [NH:1]1[CH2:6][CH2:5][O:4][CH:3]([CH2:7][NH:8][C:9]([C:11]2[C:15]3[N:16]=[CH:17][N:18]=[C:19]([C:20]4[C:28]5[O:27][CH2:26][O:25][C:24]=5[CH:23]=[CH:22][C:21]=4[O:29][CH2:30][CH:31]4[CH2:33][CH2:32]4)[C:14]=3[NH:13][CH:12]=2)=[O:10])[CH2:2]1.[CH3:34][O:35][CH2:36][C:37](Cl)=[O:38], predict the reaction product. The product is: [CH3:34][O:35][CH2:36][C:37]([N:1]1[CH2:6][CH2:5][O:4][CH:3]([CH2:7][NH:8][C:9]([C:11]2[C:15]3[N:16]=[CH:17][N:18]=[C:19]([C:20]4[C:28]5[O:27][CH2:26][O:25][C:24]=5[CH:23]=[CH:22][C:21]=4[O:29][CH2:30][CH:31]4[CH2:32][CH2:33]4)[C:14]=3[NH:13][CH:12]=2)=[O:10])[CH2:2]1)=[O:38]. (2) Given the reactants [CH3:1][O:2][C:3]1[C:27]([O:28][CH3:29])=[CH:26][C:6]2[CH:7]3[N:12]([CH:13]([CH2:15][C:16]([F:19])([F:18])[F:17])[CH2:14][C:5]=2[CH:4]=1)[CH:11]=[C:10]([C:20]([O:22][CH2:23][CH3:24])=[O:21])[C:9](=[O:25])[CH2:8]3.C1(Cl)C(=O)C(Cl)=C(Cl)C(=O)C=1Cl, predict the reaction product. The product is: [CH3:1][O:2][C:3]1[C:27]([O:28][CH3:29])=[CH:26][C:6]2[C:7]3[N:12]([CH:13]([CH2:15][C:16]([F:19])([F:17])[F:18])[CH2:14][C:5]=2[CH:4]=1)[CH:11]=[C:10]([C:20]([O:22][CH2:23][CH3:24])=[O:21])[C:9](=[O:25])[CH:8]=3. (3) Given the reactants [NH2:1][C:2]1[N:7]=[C:6]([N:8]2[CH2:13][CH2:12][O:11][CH2:10][CH:9]2[C:14]([NH2:16])=[O:15])[CH:5]=[C:4]([C:17]2[CH:22]=[CH:21][C:20]([C:23]#[N:24])=[C:19](F)[CH:18]=2)[N:3]=1.O.[NH2:27][NH2:28], predict the reaction product. The product is: [NH2:1][C:2]1[N:7]=[C:6]([N:8]2[CH2:13][CH2:12][O:11][CH2:10][CH:9]2[C:14]([NH2:16])=[O:15])[CH:5]=[C:4]([C:17]2[CH:18]=[C:19]3[C:20]([C:23]([NH2:24])=[N:27][NH:28]3)=[CH:21][CH:22]=2)[N:3]=1. (4) Given the reactants [CH3:1][C:2]([C:4]([O:6][CH3:7])=[O:5])=[CH2:3].[CH3:8][CH2:9][O:10][Si:11]([O:18][CH2:19][CH3:20])([O:15][CH2:16][CH3:17])[O:12][CH2:13][CH3:14], predict the reaction product. The product is: [CH3:3][C:2]([C:4]([O:6][CH3:7])=[O:5])=[CH2:1].[CH3:14][CH2:13][O:12][Si:11]([O:10][CH2:9][CH3:8])([O:15][CH2:16][CH3:17])[O:18][CH2:19][CH3:20]. (5) Given the reactants [Cl:1][C:2]1[CH:7]=[CH:6][C:5]([C:8]([N:10]([CH3:32])[C@@H:11]2[CH2:16][CH2:15][N:14](C(OC(C)(C)C)=O)[CH2:13][C@H:12]2[C:24]2[CH:29]=[CH:28][C:27]([Cl:30])=[C:26]([Cl:31])[CH:25]=2)=[O:9])=[CH:4][CH:3]=1.Cl.C(OCC)(=O)C, predict the reaction product. The product is: [ClH:1].[Cl:1][C:2]1[CH:3]=[CH:4][C:5]([C:8]([N:10]([C@@H:11]2[CH2:16][CH2:15][NH:14][CH2:13][C@H:12]2[C:24]2[CH:29]=[CH:28][C:27]([Cl:30])=[C:26]([Cl:31])[CH:25]=2)[CH3:32])=[O:9])=[CH:6][CH:7]=1. (6) Given the reactants [OH:1][CH2:2][C:3]1[O:4][CH:5]=[C:6]([O:10][CH2:11][C:12]2[CH:17]=[CH:16][C:15]([O:18][CH3:19])=[CH:14][CH:13]=2)[C:7](=[O:9])[CH:8]=1.C(N(CC)CC)C.S(=O)(=O)([OH:29])N.Cl([O-])=O.[Na+], predict the reaction product. The product is: [CH3:19][O:18][C:15]1[CH:14]=[CH:13][C:12]([CH2:11][O:10][C:6]2[C:7](=[O:9])[CH:8]=[C:3]([C:2]([OH:29])=[O:1])[O:4][CH:5]=2)=[CH:17][CH:16]=1. (7) The product is: [Br:1][C:2]1[CH:3]=[N:4][CH:5]=[C:6]2[C:11]=1[N:10]=[C:9]([C:12]([NH:60][CH2:59][C:56]1[CH:55]=[CH:54][C:53]([S:50]([CH3:49])(=[O:52])=[O:51])=[CH:58][CH:57]=1)=[O:14])[CH:8]=[CH:7]2. Given the reactants [Br:1][C:2]1[CH:3]=[N:4][CH:5]=[C:6]2[C:11]=1[N:10]=[C:9]([C:12]([OH:14])=O)[CH:8]=[CH:7]2.C(N(CC)C(C)C)(C)C.F[P-](F)(F)(F)(F)F.N1(OC(N(C)C)=[N+](C)C)C2N=CC=CC=2N=N1.Cl.[CH3:49][S:50]([C:53]1[CH:58]=[CH:57][C:56]([CH2:59][NH2:60])=[CH:55][CH:54]=1)(=[O:52])=[O:51], predict the reaction product. (8) The product is: [Cl:15][C:16]1[C:17]([CH3:33])=[C:18]([C:24]([O:30][CH2:31][CH3:32])=[C:25]([CH:27]([Cl:3])[CH3:28])[CH:26]=1)[C:19]([NH:21][CH2:22][CH3:23])=[O:20]. Given the reactants N1C(Cl)=NC(Cl)=NC=1[Cl:3].CN(C)C=O.[Cl:15][C:16]1[C:17]([CH3:33])=[C:18]([C:24]([O:30][CH2:31][CH3:32])=[C:25]([CH:27](O)[CH3:28])[CH:26]=1)[C:19]([NH:21][CH2:22][CH3:23])=[O:20], predict the reaction product. (9) Given the reactants [OH:1][C:2]1[CH:6]=[C:5]([C:7]([O:9][CH3:10])=[O:8])[O:4][N:3]=1.Cl.Cl[CH2:13][C:14]1[CH:23]=[CH:22][C:21]2[C:16](=[CH:17][CH:18]=[CH:19][CH:20]=2)[N:15]=1.C(=O)([O-])[O-].[K+].[K+].CN(C)C=O, predict the reaction product. The product is: [N:15]1[C:16]2[C:21](=[CH:20][CH:19]=[CH:18][CH:17]=2)[CH:22]=[CH:23][C:14]=1[CH2:13][O:1][C:2]1[CH:6]=[C:5]([C:7]([O:9][CH3:10])=[O:8])[O:4][N:3]=1.